This data is from Full USPTO retrosynthesis dataset with 1.9M reactions from patents (1976-2016). The task is: Predict the reactants needed to synthesize the given product. (1) Given the product [CH3:11][O:12][CH2:13][C:14]1[CH:15]=[C:16]2[C:21](=[CH:22][CH:23]=1)[N:20]=[CH:19][CH:18]=[C:17]2[S:24][C:2]1([C:6]([O:8][CH2:9][CH3:10])=[O:7])[CH2:5][CH2:4][CH2:3]1, predict the reactants needed to synthesize it. The reactants are: Br[C:2]1([C:6]([O:8][CH2:9][CH3:10])=[O:7])[CH2:5][CH2:4][CH2:3]1.[CH3:11][O:12][CH2:13][C:14]1[CH:15]=[C:16]2[C:21](=[CH:22][CH:23]=1)[N:20]=[CH:19][CH:18]=[C:17]2[S-:24].[Na+]. (2) Given the product [CH2:18]([O:1][CH2:2][CH2:3][CH2:4][C:5]1[CH:6]=[C:7]([CH:11]=[C:12]([O:16][CH3:17])[C:13]=1[O:14][CH3:15])[C:8]([OH:10])=[O:9])[CH3:19], predict the reactants needed to synthesize it. The reactants are: [OH:1][CH2:2][CH2:3][CH2:4][C:5]1[CH:6]=[C:7]([CH:11]=[C:12]([O:16][CH3:17])[C:13]=1[O:14][CH3:15])[C:8]([OH:10])=[O:9].[CH2:18](Br)[CH3:19]. (3) Given the product [CH3:1][O:2][C:3]1[C:4]([CH2:5][NH2:6])=[C:7]([C:12]([F:15])([F:13])[F:14])[CH:8]=[C:9]([CH3:11])[N:10]=1, predict the reactants needed to synthesize it. The reactants are: [CH3:1][O:2][C:3]1[N:10]=[C:9]([CH3:11])[CH:8]=[C:7]([C:12]([F:15])([F:14])[F:13])[C:4]=1[C:5]#[N:6]. (4) Given the product [F:1][C:2]1[CH:3]=[C:4]([C:12]([F:13])([F:14])[F:15])[C:5]([NH:8][C:9](=[O:11])[CH3:10])=[C:6]([N+:16]([O-:18])=[O:17])[CH:7]=1, predict the reactants needed to synthesize it. The reactants are: [F:1][C:2]1[CH:7]=[CH:6][C:5]([NH:8][C:9](=[O:11])[CH3:10])=[C:4]([C:12]([F:15])([F:14])[F:13])[CH:3]=1.[N+:16]([O-])([OH:18])=[O:17].